This data is from Catalyst prediction with 721,799 reactions and 888 catalyst types from USPTO. The task is: Predict which catalyst facilitates the given reaction. Reactant: F[C:2]1[CH:17]=[C:16]([C:18]([F:21])([F:20])[F:19])[CH:15]=[CH:14][C:3]=1[C:4]([NH:6][C:7]1[CH:12]=[CH:11][NH:10][C:9](=[O:13])[CH:8]=1)=[O:5].[F:22][C:23]1[CH:28]=[CH:27][C:26]([OH:29])=[C:25]([CH2:30][OH:31])[CH:24]=1.C(=O)([O-])[O-].[Cs+].[Cs+]. Product: [F:22][C:23]1[CH:28]=[CH:27][C:26]([OH:29])=[C:25]([CH:24]=1)[CH2:30][O:31][C:2]1[CH:17]=[C:16]([C:18]([F:21])([F:20])[F:19])[CH:15]=[CH:14][C:3]=1[C:4]([NH:6][C:7]1[CH:12]=[CH:11][NH:10][C:9](=[O:13])[CH:8]=1)=[O:5]. The catalyst class is: 60.